Dataset: M1 muscarinic receptor antagonist screen with 61,756 compounds. Task: Binary Classification. Given a drug SMILES string, predict its activity (active/inactive) in a high-throughput screening assay against a specified biological target. (1) The result is 1 (active). The compound is ClC1=C(N2CCCCCC2)C(=O)N(C1=O)c1ccccc1. (2) The drug is O=C1N(CCC1)CCCNC(=O)c1c(OC)cccc1. The result is 0 (inactive). (3) The molecule is O=C1N(C(CC1)(C)C(=O)NC(CC)C)CCc1cc(OCC)c(OCC)cc1. The result is 0 (inactive). (4) The result is 0 (inactive). The drug is O=C(N1CCCCCC1)c1ccc(OCCCC)cc1. (5) The drug is S=c1n(c(n[nH]1)C1N(CCC1)C(OC(C)(C)C)=O)C. The result is 0 (inactive). (6) The compound is Fc1c(N2CCN(CC2)CNC(=O)c2ccccc2)cccc1. The result is 0 (inactive). (7) The molecule is S(=O)(=O)(Nc1c(ccc(c1)C)C)c1ccc(OCC(=O)NCc2occc2)cc1. The result is 0 (inactive). (8) The drug is S(=O)(=O)(N(c1ccc(OC(=O)C)cc1)C(=O)C)c1sccc1. The result is 0 (inactive).